From a dataset of Full USPTO retrosynthesis dataset with 1.9M reactions from patents (1976-2016). Predict the reactants needed to synthesize the given product. (1) Given the product [CH2:77]([O:79][C:80]([N:82]1[CH2:87][CH2:86][N:85]([C:10](=[O:11])[C@@H:9]([NH:13][C:14]([C:16]2[CH:20]=[C:19]([O:21][CH2:22][C:23]([N:25]3[CH2:29][CH2:28][CH2:27][C@H:26]3[C:30](=[O:36])[NH:31][CH:32]3[CH2:33][CH2:34][CH2:35]3)=[O:24])[N:18]([C:37]3[CH:38]=[CH:39][CH:40]=[CH:41][CH:42]=3)[N:17]=2)=[O:15])[CH2:8][CH2:7][C:6]([OH:43])=[O:5])[CH2:84][C@H:83]1[CH3:88])=[O:81])[CH3:78], predict the reactants needed to synthesize it. The reactants are: C([O:5][C:6](=[O:43])[CH2:7][CH2:8][C@H:9]([NH:13][C:14]([C:16]1[CH:20]=[C:19]([O:21][CH2:22][C:23]([N:25]2[CH2:29][CH2:28][CH2:27][C@H:26]2[C:30](=[O:36])[NH:31][CH:32]2[CH2:35][CH2:34][CH2:33]2)=[O:24])[N:18]([C:37]2[CH:42]=[CH:41][CH:40]=[CH:39][CH:38]=2)[N:17]=1)=[O:15])[C:10](O)=[O:11])(C)(C)C.CCN(C(C)C)C(C)C.CN(C(ON1N=NC2C=CC=NC1=2)=[N+](C)C)C.F[P-](F)(F)(F)(F)F.[CH2:77]([O:79][C:80]([N:82]1[CH2:87][CH2:86][NH:85][CH2:84][C@H:83]1[CH3:88])=[O:81])[CH3:78]. (2) Given the product [Cl:11][C:9]1[C:8]([C:12]([F:15])([F:14])[F:13])=[CH:7][C:5]2[NH:6][C:2]([N:27]3[CH2:28][CH2:29][N:24]([C:18]4[C:17]([Cl:16])=[CH:22][C:21]([Cl:23])=[CH:20][N:19]=4)[CH2:25][CH2:26]3)=[N:3][C:4]=2[CH:10]=1, predict the reactants needed to synthesize it. The reactants are: Cl[C:2]1[NH:3][C:4]2[CH:10]=[C:9]([Cl:11])[C:8]([C:12]([F:15])([F:14])[F:13])=[CH:7][C:5]=2[N:6]=1.[Cl:16][C:17]1[C:18]([N:24]2[CH2:29][CH2:28][NH:27][CH2:26][CH2:25]2)=[N:19][CH:20]=[C:21]([Cl:23])[CH:22]=1. (3) Given the product [CH3:32][N:33]1[CH2:38][CH2:37][N:36]([CH2:39][CH2:40][C:41]([NH:1][CH2:2][C:3]2[CH:8]=[N:7][C:6]([C:9]3[CH:31]=[CH:30][CH:29]=[C:11]([CH2:12][N:13]4[C:18](=[O:19])[CH:17]=[CH:16][C:15]([C:20]5[CH:21]=[C:22]([F:28])[C:23]([F:27])=[C:24]([F:26])[CH:25]=5)=[N:14]4)[CH:10]=3)=[N:5][CH:4]=2)=[O:42])[CH2:35][CH2:34]1, predict the reactants needed to synthesize it. The reactants are: [NH2:1][CH2:2][C:3]1[CH:4]=[N:5][C:6]([C:9]2[CH:10]=[C:11]([CH:29]=[CH:30][CH:31]=2)[CH2:12][N:13]2[C:18](=[O:19])[CH:17]=[CH:16][C:15]([C:20]3[CH:25]=[C:24]([F:26])[C:23]([F:27])=[C:22]([F:28])[CH:21]=3)=[N:14]2)=[N:7][CH:8]=1.[CH3:32][N:33]1[CH2:38][CH2:37][N:36]([CH2:39][CH2:40][C:41](O)=[O:42])[CH2:35][CH2:34]1.CN1CCOCC1.CCN=C=NCCCN(C)C.Cl.C1C=CC2N(O)N=NC=2C=1.